From a dataset of Reaction yield outcomes from USPTO patents with 853,638 reactions. Predict the reaction yield, written as a fraction of the theoretical maximum amount of product (1.0 means a 100% yield; for example, 0.34 means a 34% yield). (1) The reactants are CCN(C(C)C)C(C)C.[CH3:10][O:11][C:12]1[CH:17]=[CH:16][CH:15]=[CH:14][C:13]=1[C:18]1[NH:22][N:21]=[C:20]([C:23]([NH:25][CH2:26][C:27]([OH:29])=O)=[O:24])[CH:19]=1.C1(C2NN=C(C(NCC(O)=O)=O)C=2)C=CC=CC=1.COC1C=CC=CC=1C(=O)C.C1C=CC2N(O)N=NC=2C=1.CCN=C=NCCCN(C)C.Cl.Cl.Cl.[Cl:83][C:84]1[CH:89]=[CH:88][CH:87]=[CH:86][C:85]=1[NH:90][CH:91]1[CH2:96][CH2:95][NH:94][CH2:93][CH2:92]1. The catalyst is CN(C=O)C.O. The product is [Cl:83][C:84]1[CH:89]=[CH:88][CH:87]=[CH:86][C:85]=1[NH:90][CH:91]1[CH2:96][CH2:95][N:94]([C:27](=[O:29])[CH2:26][NH:25][C:23]([C:20]2[CH:19]=[C:18]([C:13]3[CH:14]=[CH:15][CH:16]=[CH:17][C:12]=3[O:11][CH3:10])[NH:22][N:21]=2)=[O:24])[CH2:93][CH2:92]1. The yield is 0.435. (2) The reactants are [Cl:1][C:2]1[C:7]([C:8]2[CH:13]=[CH:12][CH:11]=[CH:10][CH:9]=2)=[CH:6][N:5]=[C:4]2[NH:14][CH:15]=[CH:16][C:3]=12.[Br:17]N1C(=O)CCC1=O. The catalyst is C(Cl)(Cl)Cl.C(Cl)Cl. The product is [Br:17][C:16]1[C:3]2[C:4](=[N:5][CH:6]=[C:7]([C:8]3[CH:13]=[CH:12][CH:11]=[CH:10][CH:9]=3)[C:2]=2[Cl:1])[NH:14][CH:15]=1. The yield is 0.897. (3) The reactants are [Cl:1][C:2]1[N:7]=[C:6](Cl)[CH:5]=[CH:4][N:3]=1.[F:9][C:10]1[CH:15]=[CH:14][C:13](B(O)O)=[CH:12][C:11]=1[CH:19]=[O:20]. No catalyst specified. The product is [Cl:1][C:2]1[N:7]=[C:6]([C:13]2[CH:14]=[CH:15][C:10]([F:9])=[C:11]([CH:12]=2)[CH:19]=[O:20])[CH:5]=[CH:4][N:3]=1. The yield is 0.400. (4) The reactants are [CH3:1][CH:2]([CH3:25])[CH2:3][CH2:4][N:5]1[CH:10]=[CH:9][C:8]([C:11]2[CH:16]=[CH:15][C:14]([NH:17][CH:18]3[CH2:23][CH2:22][O:21][CH2:20][CH2:19]3)=[CH:13][CH:12]=2)=[CH:7][C:6]1=[O:24].[Cl:26]N1C(=O)CCC1=O.O. The catalyst is CN(C=O)C. The product is [Cl:26][C:7]1[C:6](=[O:24])[N:5]([CH2:4][CH2:3][CH:2]([CH3:25])[CH3:1])[CH:10]=[CH:9][C:8]=1[C:11]1[CH:16]=[CH:15][C:14]([NH:17][CH:18]2[CH2:23][CH2:22][O:21][CH2:20][CH2:19]2)=[CH:13][CH:12]=1. The yield is 0.280. (5) The reactants are Br[CH2:2][C:3]1[CH:4]=[C:5]([C:9]2([C:12]([F:15])([F:14])[F:13])[N:11]=[N:10]2)[CH:6]=[CH:7][CH:8]=1.[C:16]1(=[O:26])[NH:20][C:19](=[O:21])[C:18]2=[CH:22][CH:23]=[CH:24][CH:25]=[C:17]12.[K]. The catalyst is CN(C)C=O. The product is [F:13][C:12]([F:15])([F:14])[C:9]1([C:5]2[CH:4]=[C:3]([CH:8]=[CH:7][CH:6]=2)[CH2:2][N:20]2[C:16](=[O:26])[C:17]3[C:18](=[CH:22][CH:23]=[CH:24][CH:25]=3)[C:19]2=[O:21])[NH:11][NH:10]1. The yield is 0.820. (6) The reactants are [CH3:1][O:2][C:3]1[C:4]([N:18]2[CH2:23][CH2:22][O:21][CH2:20][CH2:19]2)=[N:5][C:6]([C:9]2[CH:14]=[CH:13][C:12]([N+:15]([O-])=O)=[CH:11][CH:10]=2)=[N:7][CH:8]=1. The catalyst is [Pd].CO.CC(=O)OCC. The product is [CH3:1][O:2][C:3]1[C:4]([N:18]2[CH2:23][CH2:22][O:21][CH2:20][CH2:19]2)=[N:5][C:6]([C:9]2[CH:14]=[CH:13][C:12]([NH2:15])=[CH:11][CH:10]=2)=[N:7][CH:8]=1. The yield is 0.830.